This data is from Reaction yield outcomes from USPTO patents with 853,638 reactions. The task is: Predict the reaction yield, written as a fraction of the theoretical maximum amount of product (1.0 means a 100% yield; for example, 0.34 means a 34% yield). (1) The reactants are Cl.[Cl:2][C:3]1[CH:4]=[C:5]([C:10]2[S:14][CH:13]=[C:12]([C:15](=[N:17][NH:18][C:19]([C:21]3[S:22][C:23]([C:26]([N:28]4[CH2:33][CH2:32][N:31]([CH:34]([CH3:36])[CH3:35])[CH2:30][CH2:29]4)=[O:27])=[CH:24][CH:25]=3)=[O:20])[CH3:16])[C:11]=2[OH:37])[CH:6]=[CH:7][C:8]=1[Cl:9].[OH-].[K+]. The catalyst is CO. The product is [Cl:2][C:3]1[CH:4]=[C:5]([C:10]2[S:14][CH:13]=[C:12]([C:15](=[N:17][NH:18][C:19]([C:21]3[S:22][C:23]([C:26]([N:28]4[CH2:29][CH2:30][N:31]([CH:34]([CH3:35])[CH3:36])[CH2:32][CH2:33]4)=[O:27])=[CH:24][CH:25]=3)=[O:20])[CH3:16])[C:11]=2[OH:37])[CH:6]=[CH:7][C:8]=1[Cl:9]. The yield is 1.00. (2) The reactants are [C:1]([C:4]1[CH:29]=[CH:28][C:7]([C:8]([NH:10][C:11]2[CH:27]=[CH:26][CH:25]=[CH:24][C:12]=2[C:13]([NH:15][C:16]2[CH:21]=[CH:20][C:19]([O:22][CH3:23])=[CH:18][CH:17]=2)=[O:14])=[O:9])=[CH:6][CH:5]=1)(=[O:3])[CH3:2].[BH4-].[Na+]. The catalyst is CO. The product is [OH:3][CH:1]([C:4]1[CH:5]=[CH:6][C:7]([C:8]([NH:10][C:11]2[CH:27]=[CH:26][CH:25]=[CH:24][C:12]=2[C:13]([NH:15][C:16]2[CH:21]=[CH:20][C:19]([O:22][CH3:23])=[CH:18][CH:17]=2)=[O:14])=[O:9])=[CH:28][CH:29]=1)[CH3:2]. The yield is 0.840.